Dataset: Catalyst prediction with 721,799 reactions and 888 catalyst types from USPTO. Task: Predict which catalyst facilitates the given reaction. (1) Reactant: [Cl:1][C:2]1[C:7]([F:8])=[C:6]([Cl:9])[CH:5]=[CH:4][C:3]=1[C:10]([N:12]1[CH2:17][CH2:16][NH:15][C:14](=O)[CH2:13]1)=[O:11].F[B-](F)(F)F.C([O+](CC)CC)C.[S:31]1[C:35]([C:36]([NH:38][NH2:39])=O)=[CH:34][CH:33]=[N:32]1.C(O)CCC. Product: [Cl:1][C:2]1[C:7]([F:8])=[C:6]([Cl:9])[CH:5]=[CH:4][C:3]=1[C:10]([N:12]1[CH2:17][CH2:16][N:15]2[C:36]([C:35]3[S:31][N:32]=[CH:33][CH:34]=3)=[N:38][N:39]=[C:14]2[CH2:13]1)=[O:11]. The catalyst class is: 4. (2) Reactant: [CH:1]([C:4]1[CH:27]=[CH:26][C:7]([CH2:8][C:9]2[C:23]([CH3:24])=[CH:22][C:21]([CH3:25])=[CH:20][C:10]=2[O:11][C:12]([CH3:19])([CH3:18])[C:13]([O:15]CC)=[O:14])=[CH:6][CH:5]=1)([CH3:3])[CH3:2].[OH-].[Na+].C1COCC1.Cl. Product: [CH:1]([C:4]1[CH:5]=[CH:6][C:7]([CH2:8][C:9]2[C:23]([CH3:24])=[CH:22][C:21]([CH3:25])=[CH:20][C:10]=2[O:11][C:12]([CH3:18])([CH3:19])[C:13]([OH:15])=[O:14])=[CH:26][CH:27]=1)([CH3:3])[CH3:2]. The catalyst class is: 5. (3) Reactant: FC(F)(F)S(O[C:7]1[CH2:12][CH2:11][CH:10]([NH:13][C:14]([C@@H:16]2[CH2:20][CH2:19][CH2:18][N:17]2[C:21]([O:23][C:24]([CH3:27])([CH3:26])[CH3:25])=[O:22])=[O:15])[CH2:9][CH:8]=1)(=O)=O.CC1(C)C(C)(C)OB([C:38]2[CH:43]=[CH:42][C:41]([C:44]3[NH:48][C:47]([C@@H:49]4[CH2:53][CH2:52][CH2:51][N:50]4[C:54]([O:56][C:57]([CH3:60])([CH3:59])[CH3:58])=[O:55])=[N:46][CH:45]=3)=[CH:40][CH:39]=2)O1.C([O-])([O-])=O.[Na+].[Na+]. Product: [C:57]([O:56][C:54]([N:50]1[CH2:51][CH2:52][CH2:53][C@H:49]1[C:47]1[NH:48][C:44]([C:41]2[CH:42]=[CH:43][C:38]([C:7]3[CH2:12][CH2:11][CH:10]([NH:13][C:14]([C@@H:16]4[CH2:20][CH2:19][CH2:18][N:17]4[C:21]([O:23][C:24]([CH3:27])([CH3:26])[CH3:25])=[O:22])=[O:15])[CH2:9][CH:8]=3)=[CH:39][CH:40]=2)=[CH:45][N:46]=1)=[O:55])([CH3:60])([CH3:58])[CH3:59]. The catalyst class is: 516. (4) The catalyst class is: 20. Reactant: O.S(=O)(=O)(O)O.[NH2:7][C@H:8]1[C:13]2[CH:14]=[C:15]([C:18](=[O:20])[CH3:19])[CH:16]=[CH:17][C:12]=2[O:11][C:10]([CH3:22])([CH3:21])[C@H:9]1[OH:23].[OH-].[Na+].[CH3:26][C:27]([O:30][C:31](O[C:31]([O:30][C:27]([CH3:29])([CH3:28])[CH3:26])=[O:32])=[O:32])([CH3:29])[CH3:28]. Product: [C:18]([C:15]1[CH:16]=[CH:17][C:12]2[O:11][C:10]([CH3:22])([CH3:21])[C@@H:9]([OH:23])[C@@H:8]([NH:7][C:31](=[O:32])[O:30][C:27]([CH3:29])([CH3:28])[CH3:26])[C:13]=2[CH:14]=1)(=[O:20])[CH3:19]. (5) Reactant: [C:1]1([C:7]2[N:11]=[C:10]([N:12]3[CH2:17][CH2:16][NH:15][CH2:14][CH2:13]3)[S:9][N:8]=2)[CH:6]=[CH:5][CH:4]=[CH:3][CH:2]=1.C(N(CC)CC)C.[C:25]([C:27]1[CH:32]=[CH:31][C:30]([N:33]=[C:34]=[O:35])=[CH:29][CH:28]=1)#[N:26]. Product: [C:25]([C:27]1[CH:28]=[CH:29][C:30]([NH:33][C:34]([N:15]2[CH2:16][CH2:17][N:12]([C:10]3[S:9][N:8]=[C:7]([C:1]4[CH:2]=[CH:3][CH:4]=[CH:5][CH:6]=4)[N:11]=3)[CH2:13][CH2:14]2)=[O:35])=[CH:31][CH:32]=1)#[N:26]. The catalyst class is: 7. (6) Reactant: [H-].[Na+].[CH3:3][O:4][C:5]1[CH:10]=[CH:9][C:8]([C:11]2[CH:16]=[CH:15][C:14]([CH3:17])=[C:13]([OH:18])[CH:12]=2)=[CH:7][CH:6]=1.Br[CH2:20][CH:21]([O:24][CH3:25])[O:22][CH3:23]. Product: [CH3:23][O:22][CH:21]([O:24][CH3:25])[CH2:20][O:18][C:13]1[CH:12]=[C:11]([C:8]2[CH:7]=[CH:6][C:5]([O:4][CH3:3])=[CH:10][CH:9]=2)[CH:16]=[CH:15][C:14]=1[CH3:17]. The catalyst class is: 1. (7) Reactant: [C:1]([Si:5]([CH:10]([CH3:12])[CH3:11])([CH:7]([CH3:9])[CH3:8])Cl)([CH3:4])([CH3:3])[CH3:2].C(C1C=C(C)C=C(C(C)(C)C)C=1O)(C)(C)C.C(N(CC)CC)C.[C:36]([OH:40])(=[O:39])[CH:37]=[CH2:38]. Product: [C:36]([O:40][Si:5]([C:1]([CH3:4])([CH3:3])[CH3:2])([CH:10]([CH3:12])[CH3:11])[CH:7]([CH3:9])[CH3:8])(=[O:39])[CH:37]=[CH2:38]. The catalyst class is: 11. (8) Reactant: [C:1]1(=[C:8]([C:16]2[CH:21]=[CH:20][C:19]([OH:22])=[CH:18][CH:17]=2)[C:9]2[CH:14]=[CH:13][C:12]([OH:15])=[CH:11][CH:10]=2)[CH2:7][CH2:6][CH2:5][CH2:4][CH2:3][CH2:2]1.C([O-])([O-])=O.[K+].[K+].Br[CH2:30][C:31]#[N:32]. Product: [C:1]1(=[C:8]([C:9]2[CH:14]=[CH:13][C:12]([OH:15])=[CH:11][CH:10]=2)[C:16]2[CH:21]=[CH:20][C:19]([O:22][CH2:30][C:31]#[N:32])=[CH:18][CH:17]=2)[CH2:2][CH2:3][CH2:4][CH2:5][CH2:6][CH2:7]1. The catalyst class is: 21.